From a dataset of Full USPTO retrosynthesis dataset with 1.9M reactions from patents (1976-2016). Predict the reactants needed to synthesize the given product. (1) Given the product [CH2:1]([N:3]1[C:7]([C:8]2[S:16][C:15]3[C:10](=[N:11][CH:12]=[CH:13][C:14]=3[O:17][C:18]3[CH:24]=[CH:23][C:21]([NH:22][C:36](=[O:37])[CH2:35][C:34]([NH:33][C:28]4[CH:29]=[CH:30][CH:31]=[CH:32][C:27]=4[F:26])=[O:39])=[CH:20][C:19]=3[F:25])[CH:9]=2)=[CH:6][N:5]=[CH:4]1)[CH3:2], predict the reactants needed to synthesize it. The reactants are: [CH2:1]([N:3]1[C:7]([C:8]2[S:16][C:15]3[C:10](=[N:11][CH:12]=[CH:13][C:14]=3[O:17][C:18]3[CH:24]=[CH:23][C:21]([NH2:22])=[CH:20][C:19]=3[F:25])[CH:9]=2)=[CH:6][N:5]=[CH:4]1)[CH3:2].[F:26][C:27]1[CH:32]=[CH:31][CH:30]=[CH:29][C:28]=1[NH:33][C:34](=[O:39])[CH2:35][C:36](O)=[O:37].C(Cl)CCl.C1C=CC2N(O)N=NC=2C=1. (2) The reactants are: C[O:2][C:3]1[CH:8]=[CH:7][C:6]([C:9]2([C:12]([O:14][CH3:15])=[O:13])[CH2:11][CH2:10]2)=[CH:5][CH:4]=1.CCS.[Al+3].[Cl-].[Cl-].[Cl-]. Given the product [CH3:15][O:14][C:12]([C:9]1([C:6]2[CH:5]=[CH:4][C:3]([OH:2])=[CH:8][CH:7]=2)[CH2:10][CH2:11]1)=[O:13], predict the reactants needed to synthesize it. (3) The reactants are: C(OC([N:8]1[CH2:12][CH2:11][C@@H:10]([O:13][C:14]2[CH:19]=[CH:18][C:17]([O:20][C:21]3[CH:26]=[CH:25][C:24]([Cl:27])=[CH:23][CH:22]=3)=[CH:16][CH:15]=2)[CH2:9]1)=O)(C)(C)C.Cl. Given the product [Cl:27][C:24]1[CH:25]=[CH:26][C:21]([O:20][C:17]2[CH:18]=[CH:19][C:14]([O:13][C@@H:10]3[CH2:11][CH2:12][NH:8][CH2:9]3)=[CH:15][CH:16]=2)=[CH:22][CH:23]=1, predict the reactants needed to synthesize it. (4) Given the product [C:17]1([C:15]2[CH:16]=[C:12]([C:10]([NH:9][C:6]3[CH:5]=[CH:4][C:3]([CH2:1][N:27]4[CH2:30][CH:29]([C:31]([OH:33])=[O:32])[CH2:28]4)=[CH:8][CH:7]=3)=[O:11])[S:13][C:14]=2[C:23]([F:26])([F:25])[F:24])[CH:22]=[CH:21][CH:20]=[CH:19][CH:18]=1, predict the reactants needed to synthesize it. The reactants are: [CH:1]([C:3]1[CH:8]=[CH:7][C:6]([NH:9][C:10]([C:12]2[S:13][C:14]([C:23]([F:26])([F:25])[F:24])=[C:15]([C:17]3[CH:22]=[CH:21][CH:20]=[CH:19][CH:18]=3)[CH:16]=2)=[O:11])=[CH:5][CH:4]=1)=O.[NH:27]1[CH2:30][CH:29]([C:31]([OH:33])=[O:32])[CH2:28]1.C(O)(=O)C.C([BH3-])#N.[Na+]. (5) Given the product [Br:1][C:2]1[C:7]([F:8])=[CH:6][C:5]([N+:9]([O-:11])=[O:10])=[C:4]([CH:3]=1)[NH:22][C@@H:20]([C:16]1[CH:17]=[CH:18][CH:19]=[C:14]([F:13])[CH:15]=1)[CH3:21], predict the reactants needed to synthesize it. The reactants are: [Br:1][C:2]1[C:7]([F:8])=[CH:6][C:5]([N+:9]([O-:11])=[O:10])=[C:4](F)[CH:3]=1.[F:13][C:14]1[CH:15]=[C:16]([C@H:20]([NH2:22])[CH3:21])[CH:17]=[CH:18][CH:19]=1. (6) Given the product [CH3:3][O:4][C:5](=[O:17])[C@@H:6]([NH:9][C:10]([O:12][C:13]([CH3:16])([CH3:15])[CH3:14])=[O:11])[CH2:7][C:32]1[CH:55]=[CH:54][C:35]([O:36][CH2:37][CH2:38][CH2:39][CH:40]2[CH2:45][CH2:44][N:43]([C:46]3[O:50][N:49]=[C:48]([CH:51]([CH3:52])[CH3:53])[N:47]=3)[CH2:42][CH2:41]2)=[CH:34][C:33]=1[CH3:56], predict the reactants needed to synthesize it. The reactants are: II.[CH3:3][O:4][C:5](=[O:17])[C@@H:6]([NH:9][C:10]([O:12][C:13]([CH3:16])([CH3:15])[CH3:14])=[O:11])[CH2:7]I.P(CCCC)(CCCC)CCCC.Br[C:32]1[CH:55]=[CH:54][C:35]([O:36][CH2:37][CH2:38][CH2:39][CH:40]2[CH2:45][CH2:44][N:43]([C:46]3[O:50][N:49]=[C:48]([CH:51]([CH3:53])[CH3:52])[N:47]=3)[CH2:42][CH2:41]2)=[CH:34][C:33]=1[CH3:56]. (7) Given the product [Br:1][C:2]1[CH:10]=[CH:9][C:8]([I:11])=[CH:7][C:3]=1[C:4]([Cl:15])=[O:5], predict the reactants needed to synthesize it. The reactants are: [Br:1][C:2]1[CH:10]=[CH:9][C:8]([I:11])=[CH:7][C:3]=1[C:4](O)=[O:5].C(Cl)(=O)C([Cl:15])=O.CN(C=O)C. (8) Given the product [C:37]1([C:1]2[CH:6]=[CH:5][CH:4]=[CH:3][CH:2]=2)[CH:36]=[CH:35][C:34]([CH:29]2[C:28]([CH3:48])([CH3:49])[O:27][C:26]([NH:25][C@H:18]([C:19]3[CH:20]=[CH:21][CH:22]=[CH:23][CH:24]=3)[CH2:17][CH2:16][OH:15])=[N:31][S:30]2(=[O:32])=[O:33])=[CH:39][CH:38]=1, predict the reactants needed to synthesize it. The reactants are: [C:1]1([Li])[CH:6]=[CH:5][CH:4]=[CH:3][CH:2]=1.[Si]([O:15][CH2:16][CH2:17][C@H:18]([NH:25][C:26]1[O:27][C:28]([CH3:49])([CH3:48])[CH:29]([C:34]2[CH:39]=[CH:38][C:37](OS(C(F)(F)F)(=O)=O)=[CH:36][CH:35]=2)[S:30](=[O:33])(=[O:32])[N:31]=1)[C:19]1[CH:24]=[CH:23][CH:22]=[CH:21][CH:20]=1)(C(C)(C)C)(C)C. (9) The reactants are: Cl[C:2]1[N:11]=[CH:10][C:9]([Cl:12])=[CH:8][C:3]=1[C:4]([O:6][CH3:7])=[O:5].[F:13][C:14]([F:28])([F:27])[C:15]1[CH:16]=[C:17]([CH:24]=[CH:25][CH:26]=1)[O:18][CH:19]1[CH2:23][CH2:22][NH:21][CH2:20]1. Given the product [Cl:12][C:9]1[CH:10]=[N:11][C:2]([N:21]2[CH2:22][CH2:23][CH:19]([O:18][C:17]3[CH:24]=[CH:25][CH:26]=[C:15]([C:14]([F:13])([F:28])[F:27])[CH:16]=3)[CH2:20]2)=[C:3]([CH:8]=1)[C:4]([O:6][CH3:7])=[O:5], predict the reactants needed to synthesize it.